Dataset: Forward reaction prediction with 1.9M reactions from USPTO patents (1976-2016). Task: Predict the product of the given reaction. (1) The product is: [CH3:6][O:7][C:8]([C:10]1[CH:11]=[C:12]([CH3:28])[C:13]2[NH:19][C:18]3[C:20]([Cl:24])=[CH:21][C:22]([N+:29]([O-:31])=[O:30])=[CH:23][C:17]=3[CH2:16][S:15](=[O:25])(=[O:26])[C:14]=2[CH:27]=1)=[O:9]. Given the reactants S(=O)(=O)(O)O.[CH3:6][O:7][C:8]([C:10]1[CH:11]=[C:12]([CH3:28])[C:13]2[NH:19][C:18]3[C:20]([Cl:24])=[CH:21][CH:22]=[CH:23][C:17]=3[CH2:16][S:15](=[O:26])(=[O:25])[C:14]=2[CH:27]=1)=[O:9].[N+:29]([O-])([OH:31])=[O:30], predict the reaction product. (2) Given the reactants [NH2:1][C:2]1[CH:3]=[CH:4][C:5]2[O:35][CH2:34][CH2:33][C@@H:9]3[S:10](=[O:32])(=[O:31])[C:11]([CH3:30])([CH3:29])[C:12]([N:14]([C:22]([O:24][C:25]([CH3:28])([CH3:27])[CH3:26])=[O:23])[C:15](=[O:21])[O:16][C:17]([CH3:20])([CH3:19])[CH3:18])=[N:13][C@:8]3([CH2:36][F:37])[C:6]=2[CH:7]=1.[C:38]([C:40]1[CH:41]=[C:42]([CH3:49])[C:43]([C:46](O)=[O:47])=[N:44][CH:45]=1)#[N:39].CCN(C(C)C)C(C)C.CCCP1(OP(CCC)(=O)OP(CCC)(=O)O1)=O, predict the reaction product. The product is: [C:38]([C:40]1[CH:41]=[C:42]([CH3:49])[C:43]([C:46]([NH:1][C:2]2[CH:3]=[CH:4][C:5]3[O:35][CH2:34][CH2:33][C@@H:9]4[S:10](=[O:32])(=[O:31])[C:11]([CH3:29])([CH3:30])[C:12]([N:14]([C:22]([O:24][C:25]([CH3:27])([CH3:28])[CH3:26])=[O:23])[C:15](=[O:21])[O:16][C:17]([CH3:18])([CH3:19])[CH3:20])=[N:13][C@:8]4([CH2:36][F:37])[C:6]=3[CH:7]=2)=[O:47])=[N:44][CH:45]=1)#[N:39]. (3) Given the reactants [Br:1][C:2]1[CH:7]=[CH:6][C:5]([CH:8]([C:16]2[CH:21]=[CH:20][CH:19]=[CH:18][C:17]=2[CH3:22])[CH2:9][C:10](N(OC)C)=[O:11])=[CH:4][CH:3]=1.[Cl:23][C:24]1[CH:29]=[C:28](I)[C:27]([F:31])=[CH:26][N:25]=1, predict the reaction product. The product is: [Br:1][C:2]1[CH:3]=[CH:4][C:5]([CH:8]([C:16]2[CH:21]=[CH:20][CH:19]=[CH:18][C:17]=2[CH3:22])[CH2:9][C:10]([C:28]2[C:27]([F:31])=[CH:26][N:25]=[C:24]([Cl:23])[CH:29]=2)=[O:11])=[CH:6][CH:7]=1. (4) Given the reactants [B:10]1([B:10]2[O:14][C:13]([CH3:16])([CH3:15])[C:12]([CH3:18])([CH3:17])[O:11]2)[O:14][C:13]([CH3:16])([CH3:15])[C:12]([CH3:18])([CH3:17])[O:11]1.[F:19][C:20]1[CH:21]=[C:22]([C:27](=[O:29])[CH3:28])[CH:23]=[C:24]([F:26])[CH:25]=1.FC(F)(F)C1C=CN=CC=1, predict the reaction product. The product is: [C:27]([C:22]1[CH:23]=[C:24]([F:26])[CH:25]=[C:20]([F:19])[C:21]=1[B:10]1[O:11][C:12]([CH3:17])([CH3:18])[C:13]([CH3:15])([CH3:16])[O:14]1)(=[O:29])[CH3:28]. (5) Given the reactants [Cl:1][C:2]1[C:7]([CH2:8][CH2:9]O)=[C:6]([C:11]2[CH:16]=[CH:15][CH:14]=[CH:13][CH:12]=2)[N:5]=[CH:4][N:3]=1.C(Cl)(Cl)[Cl:18], predict the reaction product. The product is: [Cl:1][C:2]1[C:7]([CH2:8][CH2:9][Cl:18])=[C:6]([C:11]2[CH:16]=[CH:15][CH:14]=[CH:13][CH:12]=2)[N:5]=[CH:4][N:3]=1. (6) Given the reactants [F:1][C:2]1[CH:7]=[CH:6][C:5]([NH:8][C:9]2[C:14]([C:15]3[N:20]=[C:19]([CH3:21])[N:18]=[C:17]([N:22](CC4C=CC(OC)=CC=4)CC4C=CC(OC)=CC=4)[N:16]=3)=[CH:13][CH:12]=[CH:11][N:10]=2)=[CH:4][C:3]=1[O:41][CH3:42], predict the reaction product. The product is: [F:1][C:2]1[CH:7]=[CH:6][C:5]([NH:8][C:9]2[C:14]([C:15]3[N:20]=[C:19]([CH3:21])[N:18]=[C:17]([NH2:22])[N:16]=3)=[CH:13][CH:12]=[CH:11][N:10]=2)=[CH:4][C:3]=1[O:41][CH3:42]. (7) Given the reactants [CH3:1][N:2]([CH3:19])[C:3]1[CH:8]=[CH:7][C:6]([C:9]2[S:10][C:11]3[C@H:17]([OH:18])[CH2:16][CH2:15][CH2:14][C:12]=3[N:13]=2)=[CH:5][CH:4]=1.[H-].[Na+].[CH3:22]I, predict the reaction product. The product is: [CH3:22][O:18][C@H:17]1[C:11]2[S:10][C:9]([C:6]3[CH:5]=[CH:4][C:3]([N:2]([CH3:19])[CH3:1])=[CH:8][CH:7]=3)=[N:13][C:12]=2[CH2:14][CH2:15][CH2:16]1. (8) Given the reactants [H-].[H-].[H-].[H-].[Li+].[Al+3].[CH:7]([NH:10][C:11]1[C:16]([C:17](OCC)=[O:18])=[CH:15][N:14]=[C:13]([N:22]([O:24][CH3:25])[CH3:23])[CH:12]=1)([CH3:9])[CH3:8], predict the reaction product. The product is: [CH:7]([NH:10][C:11]1[CH:12]=[C:13]([N:22]([O:24][CH3:25])[CH3:23])[N:14]=[CH:15][C:16]=1[CH2:17][OH:18])([CH3:9])[CH3:8]. (9) The product is: [F:12][C:8]1[CH:7]=[C:3]2[C:2](=[C:10]([CH3:11])[CH:9]=1)[N:1]=[C:24]([C:23]1[CH:22]=[CH:21][C:20]([N:17]3[CH2:16][CH2:15][N:14]([CH3:13])[CH2:19][CH2:18]3)=[CH:27][CH:26]=1)[NH:6][C:4]2=[O:5]. Given the reactants [NH2:1][C:2]1[C:10]([CH3:11])=[CH:9][C:8]([F:12])=[CH:7][C:3]=1[C:4]([NH2:6])=[O:5].[CH3:13][N:14]1[CH2:19][CH2:18][N:17]([C:20]2[CH:27]=[CH:26][C:23]([CH:24]=O)=[CH:22][CH:21]=2)[CH2:16][CH2:15]1.S(OS([O-])=O)([O-])=O.[Na+].[Na+], predict the reaction product. (10) The product is: [CH:29]1([C:30]2[CH:6]=[CH:7][C:8]([N:9]3[CH2:20][CH2:19][C:6]4([CH2:7][CH2:8][NH:9][CH2:10][CH2:11]4)[C:4]3=[O:5])=[CH:32][CH:31]=2)[CH2:27][CH2:28]1. Given the reactants C(O[C:4]([C:6]1([CH2:19][CH2:20]OC)[CH2:11][CH2:10][N:9](C(OC(C)(C)C)=O)[CH2:8][CH2:7]1)=[O:5])C.[Cl-].C[Al+]C.[CH3:27][CH2:28][CH2:29][CH2:30][CH2:31][CH3:32], predict the reaction product.